Dataset: Forward reaction prediction with 1.9M reactions from USPTO patents (1976-2016). Task: Predict the product of the given reaction. (1) Given the reactants [CH2:1]([O:8][C:9]([NH:11][C@H:12]1[CH2:18][CH2:17][C@@H:16]2[CH2:19][C@H:13]1[C:14](=[O:27])[N:15]2[C:20]([O:22][C:23]([CH3:26])([CH3:25])[CH3:24])=[O:21])=[O:10])[C:2]1[CH:7]=[CH:6][CH:5]=[CH:4][CH:3]=1.[H-].C([Al+]CC(C)C)C(C)C.CO.O, predict the reaction product. The product is: [CH2:1]([O:8][C:9]([NH:11][C@H:12]1[CH2:18][CH2:17][C@@H:16]2[CH2:19][C@H:13]1[CH:14]([OH:27])[N:15]2[C:20]([O:22][C:23]([CH3:25])([CH3:24])[CH3:26])=[O:21])=[O:10])[C:2]1[CH:3]=[CH:4][CH:5]=[CH:6][CH:7]=1. (2) Given the reactants C(OC([N:8]1[CH2:28][CH2:27][C:11]2([NH:15][C:14](=[O:16])[N:13]([CH2:17][C:18]3[CH:23]=[CH:22][C:21]([O:24][CH3:25])=[CH:20][CH:19]=3)[C:12]2=[O:26])[CH2:10][CH2:9]1)=O)(C)(C)C.O1CCOCC1.[ClH:35], predict the reaction product. The product is: [ClH:35].[CH3:25][O:24][C:21]1[CH:20]=[CH:19][C:18]([CH2:17][N:13]2[C:12](=[O:26])[C:11]3([CH2:10][CH2:9][NH:8][CH2:28][CH2:27]3)[NH:15][C:14]2=[O:16])=[CH:23][CH:22]=1.